From a dataset of Full USPTO retrosynthesis dataset with 1.9M reactions from patents (1976-2016). Predict the reactants needed to synthesize the given product. (1) Given the product [C:44]([CH2:43][CH2:42][CH2:41][CH2:40][CH2:39][CH2:38][CH2:37][CH2:36][CH2:35][CH2:34][CH2:33][CH2:32][CH2:31][CH2:30][CH2:29][S:28][S:27][CH2:26][CH2:25][CH2:24][O:23][C:21]([O:20][C:18]1[CH:17]=[CH:16][C:14]2[N:15]=[C:11]([C:9]3[S:5][CH2:4][C@H:3]([C:6]([OH:8])=[O:7])[N:2]=3)[S:12][C:13]=2[CH:19]=1)=[O:22])([OH:46])=[O:45], predict the reactants needed to synthesize it. The reactants are: Cl.[NH2:2][C@@H:3]([C:6]([OH:8])=[O:7])[CH2:4][SH:5].[C:9]([C:11]1[S:12][C:13]2[CH:19]=[C:18]([O:20][C:21]([O:23][CH2:24][CH2:25][CH2:26][S:27][S:28][CH2:29][CH2:30][CH2:31][CH2:32][CH2:33][CH2:34][CH2:35][CH2:36][CH2:37][CH2:38][CH2:39][CH2:40][CH2:41][CH2:42][CH2:43][C:44]([OH:46])=[O:45])=[O:22])[CH:17]=[CH:16][C:14]=2[N:15]=1)#N.ClCCl.C(=O)([O-])[O-].[K+].[K+]. (2) Given the product [O:14]1[CH2:15][CH2:16][O:17][CH:13]1[C:11]1[C:10]([O:18][CH3:19])=[CH:9][C:8]([C:20]2[CH:25]=[CH:24][C:23]([F:26])=[CH:22][CH:21]=2)=[C:7]([C:27]2([OH:31])[CH2:30][CH2:29][CH2:28]2)[CH:12]=1, predict the reactants needed to synthesize it. The reactants are: C([Li])CCC.Br[C:7]1[CH:12]=[C:11]([CH:13]2[O:17][CH2:16][CH2:15][O:14]2)[C:10]([O:18][CH3:19])=[CH:9][C:8]=1[C:20]1[CH:25]=[CH:24][C:23]([F:26])=[CH:22][CH:21]=1.[C:27]1(=[O:31])[CH2:30][CH2:29][CH2:28]1.C(=O)([O-])O.[Na+]. (3) Given the product [Cl:21][C:6]1[C:5]2[C:10](=[CH:11][C:12]([O:13][CH2:14][CH2:15][O:16][CH3:17])=[C:3]([O:2][CH3:1])[CH:4]=2)[N:9]=[CH:8][CH:7]=1, predict the reactants needed to synthesize it. The reactants are: [CH3:1][O:2][C:3]1[CH:4]=[C:5]2[C:10](=[CH:11][C:12]=1[O:13][CH2:14][CH2:15][O:16][CH3:17])[NH:9][CH:8]=[CH:7][C:6]2=O.O=P(Cl)(Cl)[Cl:21]. (4) Given the product [C:1]([O-:8])(=[O:7])[CH2:2][CH2:3][C:4]([O-:6])=[O:5].[Na+:13].[Na+:13], predict the reactants needed to synthesize it. The reactants are: [C:1]([OH:8])(=[O:7])[CH2:2][CH2:3][C:4]([OH:6])=[O:5].C(=O)([O-])[O-].[Na+:13].[Na+]. (5) Given the product [CH3:20][O:19][C:15]1[CH:14]=[C:13]([C@H:12]2[O:11][C:10](=[O:21])[NH:9][C@@H:8]2[C:4]2[CH:5]=[CH:6][CH:7]=[C:2]([C:49]#[C:48][C:50]3[CH:55]=[CH:54][CH:53]=[CH:52][CH:51]=3)[CH:3]=2)[CH:18]=[CH:17][CH:16]=1, predict the reactants needed to synthesize it. The reactants are: Br[C:2]1[CH:3]=[C:4]([C@@H:8]2[C@@H:12]([C:13]3[CH:18]=[CH:17][CH:16]=[C:15]([O:19][CH3:20])[CH:14]=3)[O:11][C:10](=[O:21])[NH:9]2)[CH:5]=[CH:6][CH:7]=1.C(N(CC)CC)C.C1(P(C2C=CC=CC=2)C2C=CC=CC=2)C=CC=CC=1.[C:48]([C:50]1[CH:55]=[CH:54][CH:53]=[CH:52][CH:51]=1)#[CH:49]. (6) Given the product [CH2:9]=[CH:10][C:11]1[CH:16]=[CH:15][CH:14]=[CH:13][CH:12]=1.[CH2:22]=[CH:23][C:24](=[CH2:25])[CH3:26].[CH2:9]=[CH:10][C:11]1[CH:16]=[CH:15][CH:14]=[CH:13][CH:12]=1, predict the reactants needed to synthesize it. The reactants are: CN(C)CCN(C)C.[CH2:9]=[CH:10][C:11]1[CH:16]=[CH:15][CH:14]=[CH:13][CH:12]=1.C([Li])CCC.[CH2:22]=[CH:23][C:24](=[CH2:26])[CH3:25].C[Si](C)(Cl)Cl.